From a dataset of Forward reaction prediction with 1.9M reactions from USPTO patents (1976-2016). Predict the product of the given reaction. Given the reactants IC.[H-].[Na+].[Cl:5][C:6]1[CH:7]=[C:8]2[N:26]([CH2:27][O:28][CH2:29][CH2:30][Si:31]([CH3:34])([CH3:33])[CH3:32])[C:25]([O:35][C@H:36]3[C@H:40]4[O:41][CH2:42][C@@H:43]([OH:44])[C@H:39]4[O:38][CH2:37]3)=[N:24][C:9]2=[N:10][C:11]=1[C:12]1[CH:17]=[CH:16][C:15]([C:18]2[CH:23]=[CH:22][CH:21]=[CH:20][CH:19]=2)=[CH:14][CH:13]=1.[CH3:45]COC(C)=O.CCCCCC, predict the reaction product. The product is: [CH3:45][O:44][C@@H:43]1[CH2:42][O:41][C@@H:40]2[C@H:36]([O:35][C:25]3[N:26]([CH2:27][O:28][CH2:29][CH2:30][Si:31]([CH3:34])([CH3:33])[CH3:32])[C:8]4[C:9]([N:24]=3)=[N:10][C:11]([C:12]3[CH:17]=[CH:16][C:15]([C:18]5[CH:23]=[CH:22][CH:21]=[CH:20][CH:19]=5)=[CH:14][CH:13]=3)=[C:6]([Cl:5])[CH:7]=4)[CH2:37][O:38][C@H:39]12.